From a dataset of Catalyst prediction with 721,799 reactions and 888 catalyst types from USPTO. Predict which catalyst facilitates the given reaction. (1) Reactant: Cl[C:2]1[N:7]=[C:6]([O:8][CH3:9])[N:5]=[C:4]([NH:10][C:11]2[CH:16]=[CH:15][C:14]([N:17]3[CH:21]=[C:20]([CH3:22])[N:19]=[CH:18]3)=[C:13]([O:23][CH3:24])[CH:12]=2)[N:3]=1.[OH:25][C:26]1[CH:31]=[CH:30][CH:29]=[CH:28][C:27]=1[C:32]([F:35])([F:34])[F:33].C(=O)([O-])[O-].[K+].[K+].O. Product: [CH3:24][O:23][C:13]1[CH:12]=[C:11]([NH:10][C:4]2[N:5]=[C:6]([O:8][CH3:9])[N:7]=[C:2]([O:25][C:26]3[CH:31]=[CH:30][CH:29]=[CH:28][C:27]=3[C:32]([F:33])([F:34])[F:35])[N:3]=2)[CH:16]=[CH:15][C:14]=1[N:17]1[CH:21]=[C:20]([CH3:22])[N:19]=[CH:18]1. The catalyst class is: 10. (2) Reactant: [N:1]1([CH2:7][CH2:8][OH:9])[CH2:6][CH2:5][NH:4][CH2:3][CH2:2]1.[CH3:10][Si:11]([CH3:26])([CH2:20][CH2:21][Si:22]([CH3:25])([CH3:24])[CH3:23])[CH2:12][CH2:13][CH2:14][O:15][CH2:16][CH:17]1[CH2:19][O:18]1. Product: [CH3:10][Si:11]([CH3:26])([CH2:20][CH2:21][Si:22]([CH3:25])([CH3:24])[CH3:23])[CH2:12][CH2:13][CH2:14][O:15][CH2:16][CH:17]([OH:18])[CH2:19][N:4]1[CH2:5][CH2:6][N:1]([CH2:7][CH2:8][OH:9])[CH2:2][CH2:3]1. The catalyst class is: 8. (3) Reactant: Br[C:2]1[C:15]2[C:10](=[CH:11][CH:12]=[CH:13][CH:14]=2)[C:9]([N:16]2[C:28]3[CH:27]=[CH:26][C:25]([N:29]([C:36]4[CH:41]=[CH:40][CH:39]=[CH:38][CH:37]=4)[C:30]4[CH:35]=[CH:34][CH:33]=[CH:32][CH:31]=4)=[CH:24][C:23]=3[C:22]3[C:17]2=[CH:18][CH:19]=[C:20]([N:42]([C:49]2[CH:54]=[CH:53][CH:52]=[CH:51][CH:50]=2)[C:43]2[CH:48]=[CH:47][CH:46]=[CH:45][CH:44]=2)[CH:21]=3)=[C:8]2[C:3]=1[CH:4]=[CH:5][CH:6]=[CH:7]2.[Li]CCCC.[Br:60][CH:61]=[CH:62][CH2:63][CH2:64][CH2:65][CH2:66][CH2:67][CH2:68][CH2:69][CH2:70]Br.O. Product: [Br:60][CH2:61][CH2:62][CH2:63][CH2:64][CH2:65][CH2:66][CH2:67][CH2:68][CH2:69][CH2:70][C:7]1[C:8]2[C:3](=[CH:2][C:15]3[C:10]([C:9]=2[N:16]2[C:28]4[CH:23]=[CH:24][C:25]([N:29]([C:30]5[CH:35]=[CH:34][CH:33]=[CH:32][CH:31]=5)[C:36]5[CH:41]=[CH:40][CH:39]=[CH:38][CH:37]=5)=[CH:26][C:27]=4[C:18]4[C:17]2=[CH:22][CH:21]=[C:20]([N:42]([C:43]2[CH:44]=[CH:45][CH:46]=[CH:47][CH:48]=2)[C:49]2[CH:54]=[CH:53][CH:52]=[CH:51][CH:50]=2)[CH:19]=4)=[CH:11][CH:12]=[CH:13][CH:14]=3)[CH:4]=[CH:5][CH:6]=1. The catalyst class is: 27. (4) Reactant: [CH2:1]1[CH2:11]CN2C(=NCCC2)[CH2:3][CH2:2]1.BrCCCCBr.[NH2:18][C:19]1[CH:20]=[C:21]([C:25]2[C:26]([C:43]([O:45][CH2:46][CH3:47])=[O:44])=[C:27]3[C:36]4[C:31](=[CH:32][C:33]([O:39][CH3:40])=[C:34]([O:37][CH3:38])[CH:35]=4)[CH2:30][CH2:29][N:28]3[C:41]=2[CH3:42])[CH:22]=[CH:23][CH:24]=1. Product: [CH3:40][O:39][C:33]1[CH:32]=[C:31]2[C:36](=[CH:35][C:34]=1[O:37][CH3:38])[C:27]1=[C:26]([C:43]([O:45][CH2:46][CH3:47])=[O:44])[C:25]([C:21]3[CH:22]=[CH:23][CH:24]=[C:19]([N:18]4[CH2:3][CH2:2][CH2:1][CH2:11]4)[CH:20]=3)=[C:41]([CH3:42])[N:28]1[CH2:29][CH2:30]2. The catalyst class is: 3.